This data is from Peptide-MHC class I binding affinity with 185,985 pairs from IEDB/IMGT. The task is: Regression. Given a peptide amino acid sequence and an MHC pseudo amino acid sequence, predict their binding affinity value. This is MHC class I binding data. (1) The peptide sequence is ELWPTKWKL. The MHC is Mamu-B8701 with pseudo-sequence Mamu-B8701. The binding affinity (normalized) is 0.179. (2) The peptide sequence is RFEVKKRDG. The MHC is HLA-A02:01 with pseudo-sequence HLA-A02:01. The binding affinity (normalized) is 0. (3) The peptide sequence is ILRPLGIEY. The MHC is HLA-B27:05 with pseudo-sequence HLA-B27:05. The binding affinity (normalized) is 0.0847. (4) The peptide sequence is AALGRQDSI. The MHC is H-2-Kb with pseudo-sequence H-2-Kb. The binding affinity (normalized) is 0. (5) The peptide sequence is SLIIPNVTL. The MHC is HLA-B27:05 with pseudo-sequence HLA-B27:05. The binding affinity (normalized) is 0.213. (6) The MHC is HLA-A03:01 with pseudo-sequence HLA-A03:01. The binding affinity (normalized) is 0.0847. The peptide sequence is ITHPKYRKH. (7) The peptide sequence is ESRPFDLIKK. The MHC is HLA-A03:01 with pseudo-sequence HLA-A03:01. The binding affinity (normalized) is 0.495. (8) The peptide sequence is YNLRRGTAL. The MHC is HLA-B57:01 with pseudo-sequence HLA-B57:01. The binding affinity (normalized) is 0.213. (9) The peptide sequence is RVMAPRALL. The MHC is HLA-B15:42 with pseudo-sequence HLA-B15:42. The binding affinity (normalized) is 0.0847. (10) The peptide sequence is LQKVPHTRY. The MHC is HLA-A31:01 with pseudo-sequence HLA-A31:01. The binding affinity (normalized) is 0.0985.